From a dataset of Full USPTO retrosynthesis dataset with 1.9M reactions from patents (1976-2016). Predict the reactants needed to synthesize the given product. (1) Given the product [NH:1]1[C:9]2[C:4](=[C:5]([C:10]3[N:11]=[C:12]([N:22]4[CH2:23][CH2:24][O:25][CH2:26][CH2:27]4)[C:13]4[S:18][C:17]([C:19]([N:28]5[CH2:33][CH2:32][CH:31]([OH:34])[CH2:30][CH2:29]5)=[O:20])=[CH:16][C:14]=4[N:15]=3)[CH:6]=[CH:7][CH:8]=2)[CH:3]=[N:2]1, predict the reactants needed to synthesize it. The reactants are: [NH:1]1[C:9]2[C:4](=[C:5]([C:10]3[N:11]=[C:12]([N:22]4[CH2:27][CH2:26][O:25][CH2:24][CH2:23]4)[C:13]4[S:18][C:17]([C:19](O)=[O:20])=[CH:16][C:14]=4[N:15]=3)[CH:6]=[CH:7][CH:8]=2)[CH:3]=[N:2]1.[NH:28]1[CH2:33][CH2:32][CH:31]([OH:34])[CH2:30][CH2:29]1. (2) Given the product [F:9][C:4]1[CH:3]=[C:2]([C:11]#[N:12])[CH:7]=[C:6]([CH:5]=1)[C:13]#[N:14], predict the reactants needed to synthesize it. The reactants are: Br[C:2]1[CH:3]=[C:4]([F:9])[CH:5]=[C:6](Br)[CH:7]=1.[Cu][C:11]#[N:12].[CH3:13][N:14](C=O)C. (3) The reactants are: [F:1][C:2]1[C:3]([CH3:9])=[C:4]([CH:6]=[CH:7][CH:8]=1)[NH2:5].[C:10](OC(=O)C)(=[O:12])[CH3:11]. Given the product [F:1][C:2]1[C:3]([CH3:9])=[C:4]([CH:6]=[CH:7][CH:8]=1)[NH:5][C:10](=[O:12])[CH3:11], predict the reactants needed to synthesize it. (4) The reactants are: [BH4-].[Na+].[C:3]([C:6]1[C:7]([O:26][CH3:27])=[C:8]([C:15]2[CH:16]=[CH:17][C:18]([C:21]([N:23]([CH3:25])[CH3:24])=[O:22])=[N:19][CH:20]=2)[C:9]([C:13]#[N:14])=[C:10]([Cl:12])[CH:11]=1)(=[O:5])[CH3:4]. Given the product [Cl:12][C:10]1[C:9]([C:13]#[N:14])=[C:8]([C:15]2[CH:16]=[CH:17][C:18]([C:21]([N:23]([CH3:25])[CH3:24])=[O:22])=[N:19][CH:20]=2)[C:7]([O:26][CH3:27])=[C:6]([CH:3]([OH:5])[CH3:4])[CH:11]=1, predict the reactants needed to synthesize it. (5) Given the product [CH3:23][O:22][C:19]1[CH:18]=[CH:17][C:16]([CH2:15][O:14][N:13]=[C:11]2[CH2:12][N:8]([C:6]([C:33]3[C:28](=[O:27])[O:29][C:30]([CH2:37][CH2:38][CH2:39][CH2:40][CH3:41])=[CH:31][CH:32]=3)=[O:7])[C@H:9]([C:24]([NH:52][C:48]3[CH:47]=[C:46]4[C:51](=[CH:50][CH:49]=3)[N:42]=[CH:43][CH:44]=[CH:45]4)=[O:26])[CH2:10]2)=[CH:21][CH:20]=1, predict the reactants needed to synthesize it. The reactants are: C(O[C:6]([N:8]1[CH2:12][C:11](=[N:13][O:14][CH2:15][C:16]2[CH:21]=[CH:20][C:19]([O:22][CH3:23])=[CH:18][CH:17]=2)[CH2:10][C@H:9]1[C:24]([OH:26])=O)=[O:7])(C)(C)C.[O:27]=[C:28]1[C:33](C(Cl)=O)=[CH:32][CH:31]=[C:30]([CH2:37][CH2:38][CH2:39][CH2:40][CH3:41])[O:29]1.[N:42]1[C:51]2[C:46](=[CH:47][C:48]([NH2:52])=[CH:49][CH:50]=2)[CH:45]=[CH:44][CH:43]=1. (6) Given the product [CH3:17][O:16][C:3]1[C:2]([C:23]2[O:24][CH:25]=[CH:26][N:27]=2)=[CH:11][C:10]2[N:9]=[CH:8][CH:7]=[N:6][C:5]=2[C:4]=1[C:12]([O:14][CH3:15])=[O:13], predict the reactants needed to synthesize it. The reactants are: Br[C:2]1[C:3]([O:16][CH3:17])=[C:4]([C:12]([O:14][CH3:15])=[O:13])[C:5]2[N:6]=[CH:7][CH:8]=[N:9][C:10]=2[CH:11]=1.C([Sn](CCCC)(CCCC)[C:23]1[O:24][CH:25]=[CH:26][N:27]=1)CCC. (7) Given the product [NH3:1].[N:1]1([CH2:7][CH2:8][C:9]#[C:10][C:11]2[CH:16]=[CH:15][C:14]([CH2:17][N:18]3[CH2:19][CH2:20][CH2:21][CH2:22][CH2:23]3)=[CH:13][N:12]=2)[CH2:2][CH2:3][CH2:4][CH2:5][CH2:6]1, predict the reactants needed to synthesize it. The reactants are: [N:1]1([CH2:7][CH2:8][C:9]#[C:10][C:11]2[CH:16]=[CH:15][C:14]([CH2:17][N:18]3[CH2:23][CH2:22][CH2:21][CH2:20][CH2:19]3)=[CH:13][N:12]=2)[CH2:6][CH2:5][CH2:4][CH2:3][CH2:2]1.N1(CC2C=CC(OS(C(F)(F)F)(=O)=O)=NC=2)CCCCC1.C(N1CCCCC1)CC#C. (8) Given the product [NH3:8].[CH2:1]([N:8]1[CH2:13][CH2:12][C:11]([CH3:14])([C:15]2[CH:20]=[CH:19][CH:18]=[C:17]([C:21]3[N:22]=[CH:25][NH:27][N:28]=3)[CH:16]=2)[CH2:10][CH2:9]1)[C:2]1[CH:7]=[CH:6][CH:5]=[CH:4][CH:3]=1, predict the reactants needed to synthesize it. The reactants are: [CH2:1]([N:8]1[CH2:13][CH2:12][C:11]([C:15]2[CH:20]=[CH:19][CH:18]=[C:17]([C:21](OC)=[NH:22])[CH:16]=2)([CH3:14])[CH2:10][CH2:9]1)[C:2]1[CH:7]=[CH:6][CH:5]=[CH:4][CH:3]=1.[CH:25]([NH:27][NH2:28])=O.